Dataset: Catalyst prediction with 721,799 reactions and 888 catalyst types from USPTO. Task: Predict which catalyst facilitates the given reaction. (1) Product: [F:23][C:18]1[CH:17]=[C:16]([S:13]([NH:12][C:8]2[CH:7]=[CH:6][CH:5]=[C:4]3[C:9]=2[CH:10]=[CH:11][C:2]([NH:34][C:33]2[C:27]4[O:26][C:25]([CH3:24])=[CH:29][C:28]=4[CH:30]=[CH:31][CH:32]=2)=[N:3]3)(=[O:15])=[O:14])[CH:21]=[C:20]([F:22])[CH:19]=1. The catalyst class is: 12. Reactant: Cl[C:2]1[CH:11]=[CH:10][C:9]2[C:4](=[CH:5][CH:6]=[CH:7][C:8]=2[NH:12][S:13]([C:16]2[CH:21]=[C:20]([F:22])[CH:19]=[C:18]([F:23])[CH:17]=2)(=[O:15])=[O:14])[N:3]=1.[CH3:24][C:25]1[O:26][C:27]2[C:33]([NH2:34])=[CH:32][CH:31]=[CH:30][C:28]=2[CH:29]=1. (2) Reactant: Cl[C:2]1[C:3]2[S:10][CH:9]=[CH:8][C:4]=2[N:5]=[CH:6][N:7]=1.C(N(C(C)C)CC)(C)C.[NH:20]1[CH2:25][CH2:24][CH:23]([CH2:26][CH2:27][NH:28][C:29](=[O:35])[O:30][C:31]([CH3:34])([CH3:33])[CH3:32])[CH2:22][CH2:21]1. Product: [N:5]1[C:4]2[CH:8]=[CH:9][S:10][C:3]=2[C:2]([N:20]2[CH2:25][CH2:24][CH:23]([CH2:26][CH2:27][NH:28][C:29](=[O:35])[O:30][C:31]([CH3:33])([CH3:32])[CH3:34])[CH2:22][CH2:21]2)=[N:7][CH:6]=1. The catalyst class is: 10. (3) The catalyst class is: 7. Reactant: C(OC([NH:8][C@@:9]([CH3:15])([C:13]#[CH:14])[C:10]([OH:12])=[O:11])=O)(C)(C)C.[ClH:16]. Product: [ClH:16].[CH3:15][C@:9]([C:13]#[CH:14])([C:10]([OH:12])=[O:11])[NH2:8]. (4) Reactant: N[C:2]1[NH:7][C:6](=[O:8])[C:5]2=[C:9]([I:22])[N:10]=[C:11]([C@H:12]3[CH2:17][CH2:16][C@H:15]([C:18]([O:20][CH3:21])=[O:19])[CH2:14][CH2:13]3)[N:4]2[N:3]=1.N(OC(C)(C)C)=O. Product: [I:22][C:9]1[N:10]=[C:11]([C@H:12]2[CH2:13][CH2:14][C@H:15]([C:18]([O:20][CH3:21])=[O:19])[CH2:16][CH2:17]2)[N:4]2[C:5]=1[C:6](=[O:8])[NH:7][CH:2]=[N:3]2. The catalyst class is: 118. (5) Reactant: Cl[CH2:2][C:3]([NH:5][C@@H:6]1[C:12](=[O:13])[N:11]2[C@H:7]1[S:8][C:9]([CH3:19])([CH3:18])[C@@H:10]2[C:14]([O:16][CH3:17])=[O:15])=[O:4].C(N(CC)CC)C.C(N(C(C)C)CC)(C)C.[N:36]1[CH:41]=[CH:40][CH:39]=[CH:38][C:37]=1[CH2:42][NH:43][CH2:44][C:45]1[CH:50]=[CH:49][CH:48]=[CH:47][N:46]=1. The catalyst class is: 10. Product: [N:36]1[CH:41]=[CH:40][CH:39]=[CH:38][C:37]=1[CH2:42][N:43]([CH2:44][C:45]1[CH:50]=[CH:49][CH:48]=[CH:47][N:46]=1)[CH2:2][C:3]([NH:5][C@@H:6]1[C:12](=[O:13])[N:11]2[C@H:7]1[S:8][C:9]([CH3:19])([CH3:18])[C@@H:10]2[C:14]([O:16][CH3:17])=[O:15])=[O:4].